Dataset: Forward reaction prediction with 1.9M reactions from USPTO patents (1976-2016). Task: Predict the product of the given reaction. (1) Given the reactants [C:1]([O:5][C:6](=[O:20])[CH2:7][N:8]1[C:17]2[C:12](=[C:13]([F:18])[CH:14]=[CH:15][CH:16]=2)[NH:11][CH2:10][C:9]1=[O:19])([CH3:4])([CH3:3])[CH3:2].ClC([O:24][C:25](Cl)(Cl)Cl)=O.C(N(C(C)C)CC)(C)C.[NH2:38][CH2:39][C:40]1[CH:45]=[CH:44][C:43]([C:46]([N:48]2[CH2:54][CH2:53][CH2:52][CH2:51][C:50]3[CH:55]=[CH:56][CH:57]=[CH:58][C:49]2=3)=[O:47])=[CH:42][C:41]=1[CH3:59], predict the reaction product. The product is: [C:1]([O:5][C:6](=[O:20])[CH2:7][N:8]1[C:17]2[C:12](=[C:13]([F:18])[CH:14]=[CH:15][CH:16]=2)[N:11]([C:25](=[O:24])[NH:38][CH2:39][C:40]2[CH:45]=[CH:44][C:43]([C:46]([N:48]3[CH2:54][CH2:53][CH2:52][CH2:51][C:50]4[CH:55]=[CH:56][CH:57]=[CH:58][C:49]3=4)=[O:47])=[CH:42][C:41]=2[CH3:59])[CH2:10][C:9]1=[O:19])([CH3:4])([CH3:2])[CH3:3]. (2) Given the reactants [NH2:1][C:2]1[CH:7]=[CH:6][C:5]([Cl:8])=[CH:4][C:3]=1[C:9]([C:11]1[CH:12]=[N:13][C:14]([CH3:17])=[CH:15][CH:16]=1)=[O:10].[CH3:18][C:19]([C:26]1[CH:31]=[CH:30][C:29]([S:32](Cl)(=[O:34])=[O:33])=[CH:28][CH:27]=1)([C:21]1[N:22]=[CH:23][O:24][CH:25]=1)[CH3:20], predict the reaction product. The product is: [Cl:8][C:5]1[CH:6]=[CH:7][C:2]([NH:1][S:32]([C:29]2[CH:28]=[CH:27][C:26]([C:19]([CH3:20])([C:21]3[N:22]=[CH:23][O:24][CH:25]=3)[CH3:18])=[CH:31][CH:30]=2)(=[O:33])=[O:34])=[C:3]([C:9]([C:11]2[CH:12]=[N:13][C:14]([CH3:17])=[CH:15][CH:16]=2)=[O:10])[CH:4]=1. (3) Given the reactants [N:1]1[C:10]2[C:5](=[CH:6][N:7]=[CH:8][CH:9]=2)[CH:4]=[CH:3][C:2]=1[C:11]([OH:13])=O.C(N(CC)C(C)C)(C)C.F[P-](F)(F)(F)(F)F.N1(OC(N(C)C)=[N+](C)C)C2N=CC=CC=2N=N1.[CH3:47][O:48][CH2:49][CH2:50][NH2:51], predict the reaction product. The product is: [CH3:47][O:48][CH2:49][CH2:50][NH:51][C:11]([C:2]1[CH:3]=[CH:4][C:5]2[C:10](=[CH:9][CH:8]=[N:7][CH:6]=2)[N:1]=1)=[O:13]. (4) Given the reactants [C:1]([OH:8])(=[O:7])[CH2:2][CH2:3][C:4]([OH:6])=[O:5].[Cl:9][C:10]1[CH:27]=[C:26]([Cl:28])[CH:25]=[CH:24][C:11]=1[O:12][C@@H:13]([CH2:18][N:19]1[CH2:23][CH2:22][CH2:21][CH2:20]1)[CH2:14][CH2:15][NH:16][CH3:17], predict the reaction product. The product is: [C:1]([OH:8])(=[O:7])[CH2:2][CH2:3][C:4]([OH:6])=[O:5].[Cl:9][C:10]1[CH:27]=[C:26]([Cl:28])[CH:25]=[CH:24][C:11]=1[O:12][C@@H:13]([CH2:18][N:19]1[CH2:23][CH2:22][O:5][CH2:21][CH2:20]1)[CH2:14][CH2:15][NH:16][CH3:17]. (5) Given the reactants [C:1]([O:5][C:6]([N:8]1[CH2:20][C@@H:19]([CH3:21])[N:18]2[C@H:10]([CH2:11][C:12]3[C:17]2=[N:16][C:15]([CH2:22][O:23][CH2:24][CH3:25])=[CH:14][CH:13]=3)[CH2:9]1)=[O:7])([CH3:4])([CH3:3])[CH3:2].[Cl:26]N1C(=O)CCC1=O, predict the reaction product. The product is: [C:1]([O:5][C:6]([N:8]1[CH2:20][C@@H:19]([CH3:21])[N:18]2[C@H:10]([CH2:11][C:12]3[C:17]2=[N:16][C:15]([CH2:22][O:23][CH2:24][CH3:25])=[C:14]([Cl:26])[CH:13]=3)[CH2:9]1)=[O:7])([CH3:3])([CH3:2])[CH3:4]. (6) The product is: [CH2:1]([C@@H:8]([C:9]([NH:33][C:29]1[N:28]=[C:27]([C:22]2[CH:23]=[CH:24][CH:25]=[CH:26][C:21]=2[Cl:20])[CH:32]=[CH:31][N:30]=1)=[O:11])[CH2:12][C:13]([OH:15])=[O:14])[C:2]1[CH:3]=[CH:4][CH:5]=[CH:6][CH:7]=1.[Cl:20][C:21]1[CH:26]=[CH:25][CH:24]=[CH:23][C:22]=1[C:27]1[CH:32]=[CH:31][N:30]=[C:29]([NH2:33])[N:28]=1. Given the reactants [CH2:1]([C@H:8]([CH2:12][C:13]([O:15]C(C)(C)C)=[O:14])[C:9]([OH:11])=O)[C:2]1[CH:7]=[CH:6][CH:5]=[CH:4][CH:3]=1.[Cl:20][C:21]1[CH:26]=[CH:25][CH:24]=[CH:23][C:22]=1[C:27]1[CH:32]=[CH:31][N:30]=[C:29]([NH2:33])[N:28]=1, predict the reaction product. (7) Given the reactants Br[C:2]1[S:6][N:5]=[C:4]([CH3:7])[CH:3]=1.[Cl:8][C:9]1[C:10]([F:28])=[N:11][CH:12]=[C:13]([Sn](CCCC)(CCCC)CCCC)[CH:14]=1, predict the reaction product. The product is: [Cl:8][C:9]1[C:10]([F:28])=[N:11][CH:12]=[CH:13][C:14]=1[C:2]1[S:6][N:5]=[C:4]([CH3:7])[CH:3]=1. (8) Given the reactants Br[C:2]1[C:3]([C@@H:14]([NH:24][C:25](=[O:31])[O:26][C:27]([CH3:30])([CH3:29])[CH3:28])[CH2:15][C:16]2[CH:21]=[C:20]([F:22])[CH:19]=[C:18]([F:23])[CH:17]=2)=[N:4][C:5]([C:8]#[C:9][C:10]([OH:13])([CH3:12])[CH3:11])=[CH:6][CH:7]=1.[CH3:32][N:33]1[C:41]2[C:36](=[CH:37][CH:38]=[CH:39][C:40]=2B2OC(C)(C)C(C)(C)O2)[C:35]([NH:51][S:52]([CH3:55])(=[O:54])=[O:53])=[N:34]1.C([O-])(O)=O.[Na+], predict the reaction product. The product is: [F:23][C:18]1[CH:17]=[C:16]([CH2:15][C@H:14]([NH:24][C:25](=[O:31])[O:26][C:27]([CH3:30])([CH3:29])[CH3:28])[C:3]2[C:2]([C:40]3[CH:39]=[CH:38][CH:37]=[C:36]4[C:41]=3[N:33]([CH3:32])[N:34]=[C:35]4[NH:51][S:52]([CH3:55])(=[O:54])=[O:53])=[CH:7][CH:6]=[C:5]([C:8]#[C:9][C:10]([OH:13])([CH3:12])[CH3:11])[N:4]=2)[CH:21]=[C:20]([F:22])[CH:19]=1. (9) The product is: [CH2:17]([C:15]1[C:14]([OH:19])=[C:13]([CH3:20])[C:12]([CH3:21])=[C:11]2[C:16]=1[CH:4]([NH:3][O:2][CH3:1])[CH2:5][C:6]1([O:10]2)[CH2:9][CH2:8][CH2:7]1)[CH3:18]. Given the reactants [CH3:1][O:2][N:3]=[C:4]1[C:16]2[C:11](=[C:12]([CH3:21])[C:13]([CH3:20])=[C:14]([OH:19])[C:15]=2[CH2:17][CH3:18])[O:10][C:6]2([CH2:9][CH2:8][CH2:7]2)[CH2:5]1.Cl, predict the reaction product. (10) Given the reactants [Cl:1][C:2]1[CH:3]=[CH:4][C:5]([OH:13])=[C:6](/[CH:8]=[C:9](\C)/[CH:10]=O)[CH:7]=1.CC1C=CC(S([NH:24][NH2:25])(=O)=O)=CC=1.[OH-].[Na+], predict the reaction product. The product is: [Cl:1][C:2]1[CH:3]=[CH:4][C:5]([OH:13])=[C:6]([C:8]2[CH:9]=[CH:10][NH:25][N:24]=2)[CH:7]=1.